This data is from Peptide-MHC class II binding affinity with 134,281 pairs from IEDB. The task is: Regression. Given a peptide amino acid sequence and an MHC pseudo amino acid sequence, predict their binding affinity value. This is MHC class II binding data. The peptide sequence is KELKGAYVYFASDAS. The MHC is HLA-DQA10104-DQB10503 with pseudo-sequence HLA-DQA10104-DQB10503. The binding affinity (normalized) is 0.422.